From a dataset of Experimentally validated miRNA-target interactions with 360,000+ pairs, plus equal number of negative samples. Binary Classification. Given a miRNA mature sequence and a target amino acid sequence, predict their likelihood of interaction. (1) The miRNA is hsa-miR-7153-3p with sequence CACCAUGGACGGUUUACC. Result: 0 (no interaction). The protein sequence of the target gene is MASSRASSTTTKTKAPDDLVAPVVKKPHIYYGSLEEKERERLAKGESGILGKEGLKAGIEAGNINITSGEVFEIEEHISERQAEVLAEFERRKRARQINVSTDDSEVKACLRALGEPITLFGEGPAERRERLRNILSVVGTDALKKTKKDDEKSKKSKEEYQQTWYHEGPNSLKVARLWIANYSLPRAMKRLEEARLHKEIPETTRTSQMQELHKSLRSLNNFCSQIGDDRPISYCHFSPNSKMLATACWSGLCKLWSVPDCSLLHTLRGHNTNVGAIVFHPKSTVSLDQKDVNLASCAA.... (2) The miRNA is mmu-miR-425-5p with sequence AAUGACACGAUCACUCCCGUUGA. The protein sequence of the target gene is MEAVKTFNSELYSLNDYKPPISKAKMTQITKAAIKAIKFYKHVVQSVEKFIQKCKPEYKVPGLYVIDSIVRQSRHQFGQEKDVFAPRFSNNIISTFQNLYRCPGDDKSKIVRVLNLWQKNNVFKSEIIQPLLDMAAGIPPPVVTPVLASTTAAMSNTPGTPVTPVTPANVVQGLPDPWVSQIANTDTLAAVAQILQSPQGQQLQQLIQTLQIQQQKPQPSILQALDAGLVVQLQALTAQLTAAAAAANTLTPLDQGVSFNKKLMDRFDFGEDSEHSEESKKEMPTPQLSHVSESVNNSIF.... Result: 1 (interaction). (3) The miRNA is hsa-miR-4727-5p with sequence AUCUGCCAGCUUCCACAGUGG. The protein sequence of the target gene is MANNSPALTGNSQPQHQAAAAAAQQQQQCGGGGATKPAVSGKQGNVLPLWGNEKTMNLNPMILTNILSSPYFKVQLYELKTYHEVVDEIYFKVTHVEPWEKGSRKTAGQTGMCGGVRGVGTGGIVSTAFCLLYKLFTLKLTRKQVMGLITHTDSPYIRALGFMYIRYTQPPTDLWDWFESFLDDEEDLDVKAGGGCVMTIGEMLRSFLTKLEWFSTLFPRIPVPVQKNIDQQIKTRPRKIKKDGKEGAEEIDRHVERRRSRSPRRSLSPRRSPRRSRSRSHHREGHGSSSFDRELEREKE.... Result: 0 (no interaction).